Dataset: Full USPTO retrosynthesis dataset with 1.9M reactions from patents (1976-2016). Task: Predict the reactants needed to synthesize the given product. (1) Given the product [C:1]1([C:7]2[N:12]=[C:11]([NH2:13])[CH:10]=[C:9]([C:21]3[CH:22]=[CH:23][CH:24]=[CH:25][CH:26]=3)[N:8]=2)[CH:6]=[CH:5][CH:4]=[CH:3][CH:2]=1, predict the reactants needed to synthesize it. The reactants are: [C:1]1([C:7]2[N:12]=[C:11]([NH:13]C(=O)OC(C)(C)C)[CH:10]=[C:9]([C:21]3[CH:26]=[CH:25][CH:24]=[CH:23][CH:22]=3)[N:8]=2)[CH:6]=[CH:5][CH:4]=[CH:3][CH:2]=1.FC(F)(F)C(O)=O. (2) The reactants are: [NH:1]1[CH2:6][CH2:5][O:4][C:3]2[CH:7]=[N:8][C:9]([OH:11])=[CH:10][C:2]1=2.[C:12]([O:16][C:17]([N:19]1[CH2:23][CH2:22][C@@H:21](OS(C)(=O)=O)[CH2:20]1)=[O:18])([CH3:15])([CH3:14])[CH3:13].[H-].[Na+]. Given the product [C:12]([O:16][C:17]([N:19]1[CH2:23][CH2:22][C@H:21]([O:11][C:9]2[N:8]=[CH:7][C:3]3[O:4][CH2:5][CH2:6][NH:1][C:2]=3[CH:10]=2)[CH2:20]1)=[O:18])([CH3:15])([CH3:13])[CH3:14], predict the reactants needed to synthesize it. (3) Given the product [NH2:28][C:12]1[N:13]([C@@H:18]2[O:24][C@H:23]([CH2:25][OH:26])[C@@H:21]([OH:22])[C@H:19]2[OH:20])[C:14]2[C:10]([N:11]=1)=[C:9]([NH:8][CH2:1][C:2]1[CH:7]=[CH:6][CH:5]=[CH:4][CH:3]=1)[N:17]=[CH:16][N:15]=2, predict the reactants needed to synthesize it. The reactants are: [CH2:1]([NH:8][C:9]1[N:17]=[CH:16][N:15]=[C:14]2[C:10]=1[N:11]=[C:12](Br)[N:13]2[C@@H:18]1[O:24][C@H:23]([CH2:25][OH:26])[C@@H:21]([OH:22])[C@H:19]1[OH:20])[C:2]1[CH:7]=[CH:6][CH:5]=[CH:4][CH:3]=1.[NH3:28]. (4) Given the product [NH2:16][C:11]1[C:12]([C:14]#[N:15])=[CH:13][C:8]([C:7]([OH:19])=[O:6])=[C:9]([OH:18])[C:10]=1[CH3:17], predict the reactants needed to synthesize it. The reactants are: [Li+].[OH-].O.C([O:6][C:7](=[O:19])[C:8]1[CH:13]=[C:12]([C:14]#[N:15])[C:11]([NH2:16])=[C:10]([CH3:17])[C:9]=1[OH:18])C. (5) Given the product [C:1](=[O:3])([OH:4])[NH2:2].[NH2:28][C:29]1[CH:30]=[C:31]([CH:41]=[CH:42][C:43]=1[CH2:44][NH:45][CH2:46][CH2:47][CH2:48][N:49]1[CH2:53][CH2:52][CH2:51][C:50]1=[O:54])[C:32]([NH:34][CH:35]1[CH2:36][CH2:37][NH:38][CH2:39][CH2:40]1)=[O:33], predict the reactants needed to synthesize it. The reactants are: [C:1](=[O:4])([OH:3])[NH2:2].NC1CCNCC1.C(N)CC1C=CC=CC=1.C(O)(C(F)(F)F)=O.[NH2:28][C:29]1[CH:30]=[C:31]([CH:41]=[CH:42][C:43]=1[CH2:44][NH:45][CH2:46][CH2:47][CH2:48][N:49]1[CH2:53][CH2:52][CH2:51][C:50]1=[O:54])[C:32]([NH:34][CH:35]1[CH2:40][CH2:39][NH:38][CH2:37][CH2:36]1)=[O:33]. (6) Given the product [CH2:22]([O:7][C:6](=[O:8])[C:5]1[CH:9]=[CH:10][C:2]([F:1])=[C:3]([N+:11]([O-:13])=[O:12])[CH:4]=1)[CH:21]=[CH2:20], predict the reactants needed to synthesize it. The reactants are: [F:1][C:2]1[CH:10]=[CH:9][C:5]([C:6]([OH:8])=[O:7])=[CH:4][C:3]=1[N+:11]([O-:13])=[O:12].C(=O)([O-])[O-].[K+].[K+].[CH2:20](Br)[CH:21]=[CH2:22]. (7) Given the product [Cl:1][C:2]1[CH:3]=[C:4]([CH:5]2[C:15]3[NH:16][C:17]4[C:22]([C:14]=3[CH2:13][CH2:12][O:6]2)=[CH:21][CH:20]=[CH:19][CH:18]=4)[CH:7]=[CH:8][C:9]=1[F:10], predict the reactants needed to synthesize it. The reactants are: [Cl:1][C:2]1[CH:3]=[C:4]([CH:7]=[CH:8][C:9]=1[F:10])[CH:5]=[O:6].O[CH2:12][CH2:13][C:14]1[C:22]2[C:17](=[CH:18][CH:19]=[CH:20][CH:21]=2)[NH:16][CH:15]=1.FC(F)(F)C(O)=O. (8) Given the product [NH2:1][C:2]1[N:10]=[C:9]([O:11][CH2:12][CH2:13][O:14][CH3:15])[N:8]=[C:7]2[C:3]=1[NH:4][C:5](=[O:32])[N:6]2[CH2:16][C:17]1[CH:18]=[CH:19][C:20]([CH2:21][P:22](=[O:23])([OH:29])[OH:26])=[CH:30][CH:31]=1, predict the reactants needed to synthesize it. The reactants are: [NH2:1][C:2]1[N:10]=[C:9]([O:11][CH2:12][CH2:13][O:14][CH3:15])[N:8]=[C:7]2[C:3]=1[N:4]=[C:5]([O:32]C)[N:6]2[CH2:16][C:17]1[CH:31]=[CH:30][C:20]([CH2:21][P:22](=[O:29])([O:26]CC)[O:23]CC)=[CH:19][CH:18]=1.C[Si](Br)(C)C. (9) Given the product [CH3:1][C@@H:2]([NH:12][CH2:13][C@H:14]([OH:25])[C:15]1[CH:20]=[CH:19][C:18]([OH:21])=[C:17]([NH:22][CH:23]=[O:24])[CH:16]=1)[CH2:3][C:4]1[CH:9]=[CH:8][C:7]([O:10][CH3:11])=[CH:6][CH:5]=1.[C:28]([C@@H:27]([C@H:26]([C:32]([O-:34])=[O:33])[OH:35])[OH:31])([O-:30])=[O:29], predict the reactants needed to synthesize it. The reactants are: [CH3:1][C@@H:2]([NH:12][CH2:13][C@H:14]([OH:25])[C:15]1[CH:20]=[CH:19][C:18]([OH:21])=[C:17]([NH:22][CH:23]=[O:24])[CH:16]=1)[CH2:3][C:4]1[CH:9]=[CH:8][C:7]([O:10][CH3:11])=[CH:6][CH:5]=1.[C@H:26]([OH:35])([C:32]([OH:34])=[O:33])[C@@H:27]([OH:31])[C:28]([OH:30])=[O:29].CO. (10) Given the product [CH:35]12[CH2:37][CH:31]([O:36]1)[CH2:32][N:33]([C:2]1[CH:11]=[C:10]3[C:5]([N:6]=[CH:7][CH:8]=[N:9]3)=[C:4]([O:12][CH:13]3[CH2:18][CH2:17][CH:16]([N:19]4[C:27](=[O:28])[C:26]5[C:21](=[CH:22][CH:23]=[CH:24][CH:25]=5)[C:20]4=[O:29])[CH2:15][CH2:14]3)[CH:3]=1)[CH2:34]2, predict the reactants needed to synthesize it. The reactants are: Br[C:2]1[CH:11]=[C:10]2[C:5]([N:6]=[CH:7][CH:8]=[N:9]2)=[C:4]([O:12][CH:13]2[CH2:18][CH2:17][CH:16]([N:19]3[C:27](=[O:28])[C:26]4[C:21](=[CH:22][CH:23]=[CH:24][CH:25]=4)[C:20]3=[O:29])[CH2:15][CH2:14]2)[CH:3]=1.Cl.[CH:31]12[CH2:37][CH:35]([O:36]1)[CH2:34][NH:33][CH2:32]2.C(=O)([O-])[O-].[Cs+].[Cs+].C1C=CC(P(C2C(C3C(P(C4C=CC=CC=4)C4C=CC=CC=4)=CC=C4C=3C=CC=C4)=C3C(C=CC=C3)=CC=2)C2C=CC=CC=2)=CC=1.